From a dataset of Forward reaction prediction with 1.9M reactions from USPTO patents (1976-2016). Predict the product of the given reaction. (1) Given the reactants C(OC([NH:8][O:9][CH2:10][C:11]([NH:13][C@H:14]1[CH2:18][CH2:17][N:16]([S:19]([C:22]2[C:23]3[C:24]([Cl:32])=[CH:25][N:26]=[CH:27][C:28]=3[CH:29]=[CH:30][CH:31]=2)(=[O:21])=[O:20])[CH2:15]1)=[O:12])=O)(C)(C)C.Cl.C(OC(NOCC(O)=O)=O)(C)(C)C.COCC(O)=O, predict the reaction product. The product is: [NH2:8][O:9][CH2:10][C:11]([NH:13][C@@H:14]1[CH2:18][CH2:17][N:16]([S:19]([C:22]2[C:23]3[C:24]([Cl:32])=[CH:25][N:26]=[CH:27][C:28]=3[CH:29]=[CH:30][CH:31]=2)(=[O:21])=[O:20])[CH2:15]1)=[O:12]. (2) Given the reactants [N:1]1([CH2:6][CH2:7][CH2:8][NH2:9])[CH:5]=[CH:4][N:3]=[CH:2]1.[CH3:10][C:11]1[CH:18]=[CH:17][C:14]([CH:15]=O)=[CH:13][CH:12]=1.C([O:21][C:22](=O)[C:23](=[O:31])[CH2:24][C:25]1[CH:30]=[CH:29][CH:28]=[CH:27][CH:26]=1)C, predict the reaction product. The product is: [OH:31][C:23]1[C:22](=[O:21])[N:9]([CH2:8][CH2:7][CH2:6][N:1]2[CH:5]=[CH:4][N:3]=[CH:2]2)[CH:15]([C:14]2[CH:17]=[CH:18][C:11]([CH3:10])=[CH:12][CH:13]=2)[C:24]=1[C:25]1[CH:30]=[CH:29][CH:28]=[CH:27][CH:26]=1. (3) Given the reactants C([O-])(=[O:3])C.[Li+].[Cl:6][C:7]1[CH:12]=[CH:11][CH:10]=[C:9]([C:13]#[C:14][C:15]([O:17][CH2:18][CH3:19])=[O:16])[C:8]=1[C:20]1([C:26]([O:28][CH2:29][CH3:30])=[O:27])[CH2:25][CH2:24][O:23][CH2:22][CH2:21]1, predict the reaction product. The product is: [Cl:6][C:7]1[CH:12]=[CH:11][CH:10]=[C:9](/[C:13](/[OH:3])=[CH:14]/[C:15]([O:17][CH2:18][CH3:19])=[O:16])[C:8]=1[C:20]1([C:26]([O:28][CH2:29][CH3:30])=[O:27])[CH2:25][CH2:24][O:23][CH2:22][CH2:21]1. (4) Given the reactants [O:1]1[CH2:6][CH2:5][CH:4]([C:7](Cl)=[O:8])[CH2:3][CH2:2]1.[N:10]1(C(OC(C)(C)C)=O)[CH2:15][CH2:14][NH:13][CH2:12][CH2:11]1.C(N(CC)CC)C.Cl, predict the reaction product. The product is: [N:10]1([C:7]([CH:4]2[CH2:5][CH2:6][O:1][CH2:2][CH2:3]2)=[O:8])[CH2:15][CH2:14][NH:13][CH2:12][CH2:11]1. (5) Given the reactants [Cl:1][C:2]1[CH:7]=[CH:6][C:5]([C:8](=[O:19])[C:9]#[C:10][C:11]([CH3:18])([O:13][Si](C)(C)C)[CH3:12])=[CH:4][CH:3]=1.CC1C=CC(S(O)(=O)=O)=CC=1, predict the reaction product. The product is: [Cl:1][C:2]1[CH:3]=[CH:4][C:5]([C:8](=[O:19])[C:9]#[C:10][C:11]([OH:13])([CH3:12])[CH3:18])=[CH:6][CH:7]=1.